This data is from Forward reaction prediction with 1.9M reactions from USPTO patents (1976-2016). The task is: Predict the product of the given reaction. (1) Given the reactants [F:1][C:2]1[C:3]([F:12])=[CH:4][C:5]2[S:9][C:8]([NH2:10])=[N:7][C:6]=2[CH:11]=1.[Cl:13][C:14]1[CH:15]=[C:16]([CH:20]=[CH:21][C:22]=1[Cl:23])[C:17](Cl)=[O:18].Br[CH:25]([CH2:30][CH3:31])[C:26]([O:28]C)=[O:27].COC1C=CC2N=C(N)SC=2C=1.ClC1C=C(C=CC=1)C(Cl)=O.BrCC(OCC)=O, predict the reaction product. The product is: [Cl:13][C:14]1[CH:15]=[C:16]([CH:20]=[CH:21][C:22]=1[Cl:23])[C:17]([N:10]=[C:8]1[N:7]([CH:25]([CH2:30][CH3:31])[C:26]([OH:28])=[O:27])[C:6]2[CH:11]=[C:2]([F:1])[C:3]([F:12])=[CH:4][C:5]=2[S:9]1)=[O:18]. (2) Given the reactants [C:1]([O:5][C:6]([N:8]([C:43]([O:45][C:46]([CH3:49])([CH3:48])[CH3:47])=[O:44])[C:9]1[C:10]([C:22]2[O:26][N:25]=[C:24]([C:27]3[CH:32]=[CH:31][C:30]([CH2:33][N:34]([CH3:42])[C:35](=[O:41])[O:36][C:37]([CH3:40])([CH3:39])[CH3:38])=[CH:29][CH:28]=3)[CH:23]=2)=[N:11][C:12]([C:15]2[CH:20]=[CH:19][C:18](=[O:21])[NH:17][CH:16]=2)=[CH:13][N:14]=1)=[O:7])([CH3:4])([CH3:3])[CH3:2].C1C(=O)N([Br:57])C(=O)C1, predict the reaction product. The product is: [C:46]([O:45][C:43](=[O:44])[N:8]([C:9]1[C:10]([C:22]2[O:26][N:25]=[C:24]([C:27]3[CH:28]=[CH:29][C:30]([CH2:33][N:34]([C:35]([O:36][C:37]([CH3:38])([CH3:39])[CH3:40])=[O:41])[CH3:42])=[CH:31][CH:32]=3)[CH:23]=2)=[N:11][C:12]([C:15]2[CH:20]=[C:19]([Br:57])[C:18](=[O:21])[NH:17][CH:16]=2)=[CH:13][N:14]=1)[C:6]([O:5][C:1]([CH3:2])([CH3:3])[CH3:4])=[O:7])([CH3:49])([CH3:48])[CH3:47].